Task: Regression/Classification. Given a drug SMILES string, predict its absorption, distribution, metabolism, or excretion properties. Task type varies by dataset: regression for continuous measurements (e.g., permeability, clearance, half-life) or binary classification for categorical outcomes (e.g., BBB penetration, CYP inhibition). Dataset: cyp2c19_veith.. Dataset: CYP2C19 inhibition data for predicting drug metabolism from PubChem BioAssay (1) The drug is CC(C)(C)c1ccc(O)c(C[N+](C)(C)C)c1. The result is 0 (non-inhibitor). (2) The drug is COc1ccc(NC(=O)c2ccccc2NC(=O)CSc2ccc(C)cc2)cc1. The result is 1 (inhibitor). (3) The molecule is Cc1cnc(C(=O)OCC(=O)Nc2ccc(Cl)cc2)cn1. The result is 1 (inhibitor). (4) The compound is CCCC[C@@H]1C[C@H]1C(NC(=O)c1ccccc1)c1ccc(-c2ccccc2)cc1. The result is 0 (non-inhibitor). (5) The molecule is O=C(NCC(c1cccs1)N1CCOCC1)c1ccco1. The result is 1 (inhibitor). (6) The drug is CC(=O)N1CC2(CC2)CC1c1ccccc1. The result is 0 (non-inhibitor). (7) The compound is COc1cc(C2SCCCCCCCCCCSC(c3ccc(O)c(OC)c3)SCCCCCCCCCCS2)ccc1O. The result is 0 (non-inhibitor).